Dataset: Forward reaction prediction with 1.9M reactions from USPTO patents (1976-2016). Task: Predict the product of the given reaction. (1) Given the reactants [CH2:1]([NH:8][C:9]1[CH:14]=[CH:13][CH:12]=[CH:11][C:10]=1[N+:15]([O-])=O)[C:2]1[CH:7]=[CH:6][CH:5]=[CH:4][CH:3]=1, predict the reaction product. The product is: [CH2:1]([NH:8][C:9]1[C:10]([NH2:15])=[CH:11][CH:12]=[CH:13][CH:14]=1)[C:2]1[CH:3]=[CH:4][CH:5]=[CH:6][CH:7]=1. (2) Given the reactants [F:1][C:2]([F:20])([F:19])[C:3]1[CH:4]=[C:5]([CH:13](O)[C:14]([O:16][CH3:17])=[O:15])[CH:6]=[C:7]([C:9]([F:12])([F:11])[F:10])[CH:8]=1.C(Br)(Br)(Br)[Br:22].C1C=CC(P(C2C=CC=CC=2)C2C=CC=CC=2)=CC=1, predict the reaction product. The product is: [F:1][C:2]([F:20])([F:19])[C:3]1[CH:4]=[C:5]([CH:13]([Br:22])[C:14]([O:16][CH3:17])=[O:15])[CH:6]=[C:7]([C:9]([F:12])([F:11])[F:10])[CH:8]=1. (3) The product is: [S:20]([N:8]([C:9]1[CH:14]=[CH:13][CH:12]=[CH:11][C:10]=1[CH2:15][C:16]([O:18][CH3:19])=[O:17])[CH2:7][C:6]([OH:31])=[O:5])(=[O:30])(=[O:29])[NH2:21]. Given the reactants C([O:5][C:6](=[O:31])[CH2:7][N:8]([S:20](=[O:30])(=[O:29])[NH:21]C(OC(C)(C)C)=O)[C:9]1[CH:14]=[CH:13][CH:12]=[CH:11][C:10]=1[CH2:15][C:16]([O:18][CH3:19])=[O:17])(C)(C)C, predict the reaction product. (4) The product is: [C:1]([C:4]1[N:9]=[C:8]([C:10]2[CH:15]=[CH:14][C:13]([C:16]3[CH:21]=[CH:20][C:19]([CH2:22][C:23]([NH:61][CH2:62][C:63]([O:65][CH3:66])=[O:64])=[O:24])=[CH:18][C:17]=3[Cl:26])=[CH:12][CH:11]=2)[C:7]([CH3:27])=[N:6][C:5]=1[CH3:28])(=[O:3])[NH2:2]. Given the reactants [C:1]([C:4]1[N:9]=[C:8]([C:10]2[CH:15]=[CH:14][C:13]([C:16]3[CH:21]=[CH:20][C:19]([CH2:22][C:23](O)=[O:24])=[CH:18][C:17]=3[Cl:26])=[CH:12][CH:11]=2)[C:7]([CH3:27])=[N:6][C:5]=1[CH3:28])(=[O:3])[NH2:2].Cl.CN(C)CCCN=C=NCC.N1(O)C2C=CC=CC=2N=N1.C(N(C(C)C)C(C)C)C.Cl.[NH2:61][CH2:62][C:63]([O:65][CH3:66])=[O:64], predict the reaction product.